This data is from Reaction yield outcomes from USPTO patents with 853,638 reactions. The task is: Predict the reaction yield, written as a fraction of the theoretical maximum amount of product (1.0 means a 100% yield; for example, 0.34 means a 34% yield). The reactants are [OH:1][C:2]1[CH:3]=[N:4][CH:5]=[CH:6][CH:7]=1.[H-].[Na+].[Cl:10][CH2:11][CH2:12][CH2:13]I.O. The catalyst is CN(C)C=O.[Na+].[Cl-]. The product is [Cl:10][CH2:11][CH2:12][CH2:13][O:1][C:2]1[CH:3]=[N:4][CH:5]=[CH:6][CH:7]=1. The yield is 0.873.